Dataset: Full USPTO retrosynthesis dataset with 1.9M reactions from patents (1976-2016). Task: Predict the reactants needed to synthesize the given product. (1) Given the product [Br:13][CH2:12][C:11]1[CH:10]=[CH:9][C:4]([C:5]([O:7][CH3:8])=[O:6])=[CH:3][C:2]=1[F:1], predict the reactants needed to synthesize it. The reactants are: [F:1][C:2]1[CH:3]=[C:4]([CH:9]=[CH:10][C:11]=1[CH3:12])[C:5]([O:7][CH3:8])=[O:6].[Br:13]N1C(=O)CCC1=O.C(OOC(=O)C1C=CC=CC=1)(=O)C1C=CC=CC=1. (2) Given the product [ClH:8].[NH2:1][C:2]1[C:7]([Cl:8])=[CH:6][C:5]([C:9](=[O:12])[CH2:10][N:38]2[CH2:39][CH2:40][CH:35]([N:26]3[N:25]=[C:24]([C:18]4[CH:19]=[CH:20][C:21]([O:22][CH3:23])=[C:16]([O:15][CH3:14])[CH:17]=4)[C@@H:33]4[C@@H:28]([CH2:29][CH:30]=[CH:31][CH2:32]4)[C:27]3=[O:34])[CH2:36][CH2:37]2)=[CH:4][C:3]=1[Cl:13], predict the reactants needed to synthesize it. The reactants are: [NH2:1][C:2]1[C:7]([Cl:8])=[CH:6][C:5]([C:9](=[O:12])[CH2:10]Br)=[CH:4][C:3]=1[Cl:13].[CH3:14][O:15][C:16]1[CH:17]=[C:18]([C:24]2[C@@H:33]3[C@@H:28]([CH2:29][CH:30]=[CH:31][CH2:32]3)[C:27](=[O:34])[N:26]([CH:35]3[CH2:40][CH2:39][N:38](C4C=CC([N+]([O-])=O)=CC=4)[CH2:37][CH2:36]3)[N:25]=2)[CH:19]=[CH:20][C:21]=1[O:22][CH3:23]. (3) Given the product [F:24][C:2]([F:1])([F:23])[C@H:3]1[CH2:4][CH2:5][C@H:6]([NH:9][C:10](=[O:22])[C:11]2[CH:16]=[C:15]([NH2:17])[C:14]([NH2:20])=[CH:13][C:12]=2[F:21])[CH2:7][CH2:8]1, predict the reactants needed to synthesize it. The reactants are: [F:1][C:2]([F:24])([F:23])[C@H:3]1[CH2:8][CH2:7][C@H:6]([NH:9][C:10](=[O:22])[C:11]2[CH:16]=[C:15]([N+:17]([O-])=O)[C:14]([NH2:20])=[CH:13][C:12]=2[F:21])[CH2:5][CH2:4]1.FC1C=C(N)C([N+]([O-])=O)=CC=1C(O)=O.FC(F)(F)[C@H]1CC[C@H](N)CC1. (4) Given the product [Cl:12][C:13]1[C:17]([Cl:18])=[C:16]([CH3:19])[NH:15][C:14]=1[C:20]([NH:22][CH:23]1[CH2:28][CH2:27][N:26]([C:2]2[N:3]([CH3:10])[C:4]([N+:7]([O-:9])=[O:8])=[CH:5][N:6]=2)[CH2:25][CH2:24]1)=[O:21], predict the reactants needed to synthesize it. The reactants are: Br[C:2]1[N:3]([CH3:10])[C:4]([N+:7]([O-:9])=[O:8])=[CH:5][N:6]=1.Cl.[Cl:12][C:13]1[C:17]([Cl:18])=[C:16]([CH3:19])[NH:15][C:14]=1[C:20]([NH:22][CH:23]1[CH2:28][CH2:27][NH:26][CH2:25][CH2:24]1)=[O:21].CCOC(C)=O. (5) Given the product [CH2:1]([N:8]1[C:13](=[O:14])[CH:12]=[CH:11][C:10]([C:15]([F:20])([F:19])[C:16]([NH:27][CH2:28][C:29]2[CH:30]=[C:31]3[C:35](=[CH:36][CH:37]=2)[C:34](=[O:38])[N:33]([CH:39]2[CH2:44][CH2:43][C:42](=[O:45])[NH:41][C:40]2=[O:46])[CH2:32]3)=[O:18])=[CH:9]1)[C:2]1[CH:3]=[CH:4][CH:5]=[CH:6][CH:7]=1, predict the reactants needed to synthesize it. The reactants are: [CH2:1]([N:8]1[C:13](=[O:14])[CH:12]=[CH:11][C:10]([C:15]([F:20])([F:19])[C:16]([OH:18])=O)=[CH:9]1)[C:2]1[CH:7]=[CH:6][CH:5]=[CH:4][CH:3]=1.P(Cl)(Cl)(Cl)=O.Cl.[NH2:27][CH2:28][C:29]1[CH:30]=[C:31]2[C:35](=[CH:36][CH:37]=1)[C:34](=[O:38])[N:33]([CH:39]1[CH2:44][CH2:43][C:42](=[O:45])[NH:41][C:40]1=[O:46])[CH2:32]2.C(=O)(O)[O-].[Na+]. (6) The reactants are: CC1(C)C(C)(C)OB([C:9]2[CH:10]=[CH:11][C:12]3[O:17][CH2:16][C:15](=[O:18])[NH:14][C:13]=3[CH:19]=2)O1.Br[C:22]1[C:23]([CH3:40])=[N:24][N:25]([CH2:34][CH2:35][S:36]([NH2:39])(=[O:38])=[O:37])[C:26]=1[C:27]1[CH:32]=[CH:31][C:30]([F:33])=[CH:29][CH:28]=1.CC(C1C=C(C(C)C)C(C2C=CC=CC=2P(C2CCCCC2)C2CCCCC2)=C(C(C)C)C=1)C.C(=O)([O-])[O-].[Cs+].[Cs+]. Given the product [F:33][C:30]1[CH:31]=[CH:32][C:27]([C:26]2[N:25]([CH2:34][CH2:35][S:36]([NH2:39])(=[O:38])=[O:37])[N:24]=[C:23]([CH3:40])[C:22]=2[C:9]2[CH:10]=[CH:11][C:12]3[O:17][CH2:16][C:15](=[O:18])[NH:14][C:13]=3[CH:19]=2)=[CH:28][CH:29]=1, predict the reactants needed to synthesize it. (7) Given the product [CH2:50]([N:57]1[CH2:61][CH:60]([C:62]2[CH:67]=[CH:66][C:65]([Cl:68])=[C:64]([Cl:69])[CH:63]=2)[CH:59]([CH:70]([O:27][C:24]2[CH:23]=[CH:22][C:21]([Cl:20])=[CH:26][N:25]=2)[CH3:71])[CH2:58]1)[C:51]1[CH:52]=[CH:53][CH:54]=[CH:55][CH:56]=1, predict the reactants needed to synthesize it. The reactants are: C1C=CC(P(C2C=CC=CC=2)C2C=CC=CC=2)=CC=1.[Cl:20][C:21]1[CH:22]=[CH:23][C:24]([OH:27])=[N:25][CH:26]=1.C1C=CC(COC(/N=N/C(OCC2C=CC=CC=2)=O)=O)=CC=1.[CH2:50]([N:57]1[CH2:61][CH:60]([C:62]2[CH:67]=[CH:66][C:65]([Cl:68])=[C:64]([Cl:69])[CH:63]=2)[CH:59]([CH:70](O)[CH3:71])[CH2:58]1)[C:51]1[CH:56]=[CH:55][CH:54]=[CH:53][CH:52]=1. (8) Given the product [ClH:17].[CH2:1]([N:8]1[C:16]2[C:15]([Cl:17])=[CH:14][CH:13]=[C:12]3[CH2:18][CH2:19][NH:20][CH2:21][C@H:10]([C:11]=23)[CH2:9]1)[C:2]1[CH:3]=[CH:4][CH:5]=[CH:6][CH:7]=1, predict the reactants needed to synthesize it. The reactants are: [CH2:1]([N:8]1[C:16]2[C:15]([Cl:17])=[CH:14][CH:13]=[C:12]3[CH2:18][CH2:19][N:20](C(OC(C)(C)C)=O)[CH2:21][C@H:10]([C:11]=23)[CH2:9]1)[C:2]1[CH:7]=[CH:6][CH:5]=[CH:4][CH:3]=1.Cl.C(OCC)(=O)C.C(=O)(O)[O-].[Na+].